Dataset: Merck oncology drug combination screen with 23,052 pairs across 39 cell lines. Task: Regression. Given two drug SMILES strings and cell line genomic features, predict the synergy score measuring deviation from expected non-interaction effect. Drug 1: O=P1(N(CCCl)CCCl)NCCCO1. Drug 2: COC1CC2CCC(C)C(O)(O2)C(=O)C(=O)N2CCCCC2C(=O)OC(C(C)CC2CCC(OP(C)(C)=O)C(OC)C2)CC(=O)C(C)C=C(C)C(O)C(OC)C(=O)C(C)CC(C)C=CC=CC=C1C. Cell line: T47D. Synergy scores: synergy=24.6.